This data is from Reaction yield outcomes from USPTO patents with 853,638 reactions. The task is: Predict the reaction yield, written as a fraction of the theoretical maximum amount of product (1.0 means a 100% yield; for example, 0.34 means a 34% yield). (1) The reactants are [F:1][CH:2]([F:26])[O:3][C:4]1[CH:5]=[C:6]([C:14]([C:16]2[C:24]3[C:19](=[N:20][CH:21]=[C:22](Br)[CH:23]=3)[NH:18][CH:17]=2)=[O:15])[CH:7]=[C:8]([O:10][CH:11]([F:13])[F:12])[CH:9]=1.[C:27]1(B(O)O)[CH:32]=[CH:31][CH:30]=[CH:29][CH:28]=1.C(=O)([O-])[O-].[K+].[K+]. The catalyst is C(#N)C.O.C1C=CC([P]([Pd]([P](C2C=CC=CC=2)(C2C=CC=CC=2)C2C=CC=CC=2)([P](C2C=CC=CC=2)(C2C=CC=CC=2)C2C=CC=CC=2)[P](C2C=CC=CC=2)(C2C=CC=CC=2)C2C=CC=CC=2)(C2C=CC=CC=2)C2C=CC=CC=2)=CC=1. The product is [F:1][CH:2]([F:26])[O:3][C:4]1[CH:5]=[C:6]([C:14]([C:16]2[C:24]3[C:19](=[N:20][CH:21]=[C:22]([C:27]4[CH:32]=[CH:31][CH:30]=[CH:29][CH:28]=4)[CH:23]=3)[NH:18][CH:17]=2)=[O:15])[CH:7]=[C:8]([O:10][CH:11]([F:13])[F:12])[CH:9]=1. The yield is 0.330. (2) The reactants are C[O:2][C:3](=[O:11])[C:4]1[CH:9]=[CH:8][N:7]=[C:6](Br)[CH:5]=1.[CH2:12]([C:14]1[NH:15][CH:16]=[CH:17][N:18]=1)[CH3:13]. No catalyst specified. The product is [CH2:12]([C:14]1[N:15]([C:6]2[CH:5]=[C:4]([CH:9]=[CH:8][N:7]=2)[C:3]([OH:2])=[O:11])[CH:16]=[CH:17][N:18]=1)[CH3:13]. The yield is 0.840. (3) The reactants are [O:1]([C:8]1[CH:14]=[CH:13][CH:12]=[CH:11][C:9]=1[NH2:10])[C:2]1[CH:7]=[CH:6][CH:5]=[CH:4][CH:3]=1.P(=O)(O)(O)O.[N+]([O-])(O)=O.[N:24]([O-])=O.[Na+].C([O-])(=O)C.[K+].[C:33]([CH2:36][C:37](=[O:39])[CH3:38])(=[O:35])[CH3:34]. The catalyst is O.C(O)C. The product is [O:1]([C:8]1[CH:14]=[CH:13][CH:12]=[CH:11][C:9]=1[NH:10][N:24]=[C:36]([C:37](=[O:39])[CH3:38])[C:33](=[O:35])[CH3:34])[C:2]1[CH:3]=[CH:4][CH:5]=[CH:6][CH:7]=1. The yield is 0.310. (4) The reactants are [Br:1][C:2]1[CH:3]=[C:4]2[C:8](=[CH:9][C:10]=1[N+:11]([O-:13])=[O:12])[NH:7][CH2:6][CH2:5]2.C(C1C(=O)C(Cl)=C(Cl)C(=O)C=1C#N)#N. The catalyst is O1CCOCC1. The product is [Br:1][C:2]1[CH:3]=[C:4]2[C:8](=[CH:9][C:10]=1[N+:11]([O-:13])=[O:12])[NH:7][CH:6]=[CH:5]2. The yield is 0.380. (5) The yield is 0.880. No catalyst specified. The reactants are O[C:2]1[C:11]2[C:6](=[CH:7][CH:8]=[CH:9][CH:10]=2)[N:5]=[CH:4][N:3]=1.O=P(Cl)(Cl)[Cl:14]. The product is [Cl:14][C:2]1[C:11]2[C:6](=[CH:7][CH:8]=[CH:9][CH:10]=2)[N:5]=[CH:4][N:3]=1. (6) The reactants are [C:1]1([Mg]Br)[CH:6]=[CH:5][CH:4]=[CH:3][CH:2]=1.C(OCC)C.CON(C)[C:17]([C@H:19]1[CH2:24][CH2:23][CH2:22][N:21]([C:25]([O:27][C:28]([CH3:31])([CH3:30])[CH3:29])=[O:26])[CH2:20]1)=[O:18]. The catalyst is C1COCC1. The product is [C:28]([O:27][C:25]([N:21]1[CH2:22][CH2:23][CH2:24][C@H:19]([C:17](=[O:18])[C:1]2[CH:6]=[CH:5][CH:4]=[CH:3][CH:2]=2)[CH2:20]1)=[O:26])([CH3:31])([CH3:30])[CH3:29]. The yield is 0.810. (7) The reactants are [CH2:1]([O:3][C:4](=[O:31])[C:5]([O:8][C:9]1[CH:14]=[CH:13][C:12]([O:15][CH2:16][CH2:17][C:18]2[N:19]=[C:20]([C:24]3[CH:29]=[CH:28][C:27]([OH:30])=[CH:26][CH:25]=3)[O:21][C:22]=2[CH3:23])=[CH:11][CH:10]=1)([CH3:7])[CH3:6])[CH3:2].[CH:32]1(O)[CH2:37][CH2:36][CH2:35][CH2:34][CH2:33]1.C1(P(C2C=CC=CC=2)C2C=CC=CC=2)C=CC=CC=1.N(C(OC(C)C)=O)=NC(OC(C)C)=O. The catalyst is C1COCC1. The product is [CH2:1]([O:3][C:4](=[O:31])[C:5]([O:8][C:9]1[CH:10]=[CH:11][C:12]([O:15][CH2:16][CH2:17][C:18]2[N:19]=[C:20]([C:24]3[CH:29]=[CH:28][C:27]([O:30][CH:32]4[CH2:37][CH2:36][CH2:35][CH2:34][CH2:33]4)=[CH:26][CH:25]=3)[O:21][C:22]=2[CH3:23])=[CH:13][CH:14]=1)([CH3:7])[CH3:6])[CH3:2]. The yield is 0.470.